From a dataset of Full USPTO retrosynthesis dataset with 1.9M reactions from patents (1976-2016). Predict the reactants needed to synthesize the given product. (1) Given the product [C:28]([O:32][C:33](=[O:39])[C@@H:34]([NH:35][C:22](=[O:23])[C:21]1[CH:20]=[CH:19][C:18]([S:15](=[O:16])(=[O:17])[NH:14][C:9]2[CH:10]=[CH:11][CH:12]=[CH:13][C:8]=2[O:1][C:2]2[CH:7]=[CH:6][CH:5]=[CH:4][CH:3]=2)=[CH:26][CH:25]=1)[CH:36]([CH3:37])[CH3:38])([CH3:31])([CH3:30])[CH3:29], predict the reactants needed to synthesize it. The reactants are: [O:1]([C:8]1[CH:13]=[CH:12][CH:11]=[CH:10][C:9]=1[NH:14][S:15]([C:18]1[CH:26]=[CH:25][C:21]([C:22](O)=[O:23])=[CH:20][CH:19]=1)(=[O:17])=[O:16])[C:2]1[CH:7]=[CH:6][CH:5]=[CH:4][CH:3]=1.Cl.[C:28]([O:32][C:33](=[O:39])[C@H:34]([CH:36]([CH3:38])[CH3:37])[NH2:35])([CH3:31])([CH3:30])[CH3:29]. (2) Given the product [OH:15][CH2:14][C@@H:10]1[CH2:11][CH2:12][CH2:13][N:9]1[C:3](=[O:5])[C@H:2]([CH3:1])[CH2:6][CH:7]=[CH2:8], predict the reactants needed to synthesize it. The reactants are: [CH3:1][C@H:2]([CH2:6][CH:7]=[CH2:8])[C:3]([OH:5])=O.[NH:9]1[CH2:13][CH2:12][CH2:11][C@H:10]1[CH2:14][OH:15].CC(=O)OCC.